Dataset: Reaction yield outcomes from USPTO patents with 853,638 reactions. Task: Predict the reaction yield, written as a fraction of the theoretical maximum amount of product (1.0 means a 100% yield; for example, 0.34 means a 34% yield). (1) The yield is 0.598. The catalyst is C(Cl)Cl. The reactants are [CH3:1][O:2][C:3]1[CH:21]=[C:20]([O:22][CH2:23][C:24]2[N:29]=[C:28]([C:30]3(O)[CH2:35][CH2:34][O:33][CH2:32][CH2:31]3)[CH:27]=[CH:26][CH:25]=2)[C:6]2[CH:7]=[C:8]([C:10]3[N:11]=[C:12]4[N:16]([CH:17]=3)[N:15]=[C:14]([O:18][CH3:19])[S:13]4)[O:9][C:5]=2[CH:4]=1.CCN(S(F)(F)[F:43])CC.CCOC(C)=O.CCCCCC. The product is [F:43][C:30]1([C:28]2[N:29]=[C:24]([CH2:23][O:22][C:20]3[C:6]4[CH:7]=[C:8]([C:10]5[N:11]=[C:12]6[N:16]([CH:17]=5)[N:15]=[C:14]([O:18][CH3:19])[S:13]6)[O:9][C:5]=4[CH:4]=[C:3]([O:2][CH3:1])[CH:21]=3)[CH:25]=[CH:26][CH:27]=2)[CH2:35][CH2:34][O:33][CH2:32][CH2:31]1. (2) The reactants are [Cl:1][C:2]1[CH:19]=[CH:18][C:17]([Cl:20])=[CH:16][C:3]=1[CH2:4][N:5]1[CH2:10][CH2:9][NH:8][C:7]2[N:11]=[CH:12][C:13](I)=[CH:14][C:6]1=2.[C:21]([NH:28][CH2:29][C:30]#[CH:31])([O:23][C:24]([CH3:27])([CH3:26])[CH3:25])=[O:22]. The product is [C:24]([O:23][C:21](=[O:22])[NH:28][CH2:29][C:30]#[C:31][C:13]1[CH:12]=[N:11][C:7]2[NH:8][CH2:9][CH2:10][N:5]([CH2:4][C:3]3[CH:16]=[C:17]([Cl:20])[CH:18]=[CH:19][C:2]=3[Cl:1])[C:6]=2[CH:14]=1)([CH3:27])([CH3:26])[CH3:25]. No catalyst specified. The yield is 0.630. (3) The catalyst is C(Cl)Cl. The yield is 0.300. The reactants are C(OC(=O)[NH:7][C:8]1[C:13]2=[CH:14][N:15]([C:17]3[C:22]([Cl:23])=[CH:21][CH:20]=[CH:19][C:18]=3[Cl:24])[N:16]=[C:12]2[C:11]([Cl:25])=[CH:10][N:9]=1)(C)(C)C.C(O)(C(F)(F)F)=O. The product is [Cl:25][C:11]1[C:12]2[C:13](=[CH:14][N:15]([C:17]3[C:22]([Cl:23])=[CH:21][CH:20]=[CH:19][C:18]=3[Cl:24])[N:16]=2)[C:8]([NH2:7])=[N:9][CH:10]=1. (4) The reactants are [Cl:1][C:2]1[N:3]=[C:4]([N:12]2[CH2:17][CH2:16][O:15][CH2:14][CH2:13]2)[C:5]2[S:10][C:9](I)=[CH:8][C:6]=2[N:7]=1.[CH3:18][O:19][C:20]1[CH:21]=[C:22](B(O)O)[CH:23]=[CH:24][CH:25]=1. The catalyst is C([O-])([O-])=O.[Na+].[Na+].C(#N)C.Cl[Pd](Cl)([P](C1C=CC=CC=1)(C1C=CC=CC=1)C1C=CC=CC=1)[P](C1C=CC=CC=1)(C1C=CC=CC=1)C1C=CC=CC=1. The product is [Cl:1][C:2]1[N:3]=[C:4]([N:12]2[CH2:17][CH2:16][O:15][CH2:14][CH2:13]2)[C:5]2[S:10][C:9]([C:24]3[CH:23]=[CH:22][CH:21]=[C:20]([O:19][CH3:18])[CH:25]=3)=[CH:8][C:6]=2[N:7]=1. The yield is 0.660. (5) The reactants are [H-].[Na+].N[C:4]1C=CC=CC=1.[CH3:10][C:11]1[CH2:15][C:14]([CH3:16])=[C:13]([CH3:17])[C:12]=1[CH3:18].ClC[SiH:21]([C:29]1[CH:34]=[CH:33][C:32]([CH3:35])=[CH:31][CH:30]=1)[C:22]1[CH:27]=[CH:26][C:25]([CH3:28])=[CH:24][CH:23]=1.C(=O)([O-])O.[Na+].C(=O)([O-])[O-].[Na+].[Na+]. The catalyst is O1CCCC1.C1(C)C=CC=CC=1. The product is [CH3:18][C:12]1[C:11]([SiH:21]([C:29]2[CH:30]=[CH:31][C:32]([CH3:35])=[CH:33][CH:34]=2)[C:22]2[CH:23]=[CH:24][C:25]([CH3:28])=[CH:26][CH:27]=2)([CH3:10])[C:15]([CH3:4])=[C:14]([CH3:16])[C:13]=1[CH3:17]. The yield is 0.395. (6) The reactants are [F:1][C:2]1[CH:3]=[C:4]([N+:10]([O-:12])=[O:11])[CH:5]=[C:6]([F:9])[C:7]=1F.[Cl:13][C:14]1[CH:19]=[CH:18][C:17]([OH:20])=[CH:16][CH:15]=1.C([O-])([O-])=O.[Cs+].[Cs+]. The catalyst is CN(C=O)C. The product is [Cl:13][C:14]1[CH:19]=[CH:18][C:17]([O:20][C:7]2[C:6]([F:9])=[CH:5][C:4]([N+:10]([O-:12])=[O:11])=[CH:3][C:2]=2[F:1])=[CH:16][CH:15]=1. The yield is 1.06.